This data is from Forward reaction prediction with 1.9M reactions from USPTO patents (1976-2016). The task is: Predict the product of the given reaction. (1) Given the reactants [Br:1][C:2]1[CH:3]=[CH:4][C:5]([O:24][CH3:25])=[C:6]([S:8]([NH:11][C@@H:12]2[CH2:16][CH2:15][N:14]([C:17](OC(C)(C)C)=O)[CH2:13]2)(=[O:10])=[O:9])[CH:7]=1.C([O-])([O-])=O.[K+].[K+].[CH2:32](Br)[C:33]1[CH:38]=[CH:37][CH:36]=[CH:35][CH:34]=1.C1C=CC(P(C2C=CC=CC=2)C2C=CC=CC=2)=CC=1.CC[N:61](C(C)C)C(C)C.BrC#N.C(O)C(N)(CO)CO, predict the reaction product. The product is: [Br:1][C:2]1[CH:3]=[CH:4][C:5]([O:24][CH3:25])=[C:6]([S:8]([N:11]([C@@H:12]2[CH2:16][CH2:15][N:14]([C:17]#[N:61])[CH2:13]2)[CH2:32][C:33]2[CH:38]=[CH:37][CH:36]=[CH:35][CH:34]=2)(=[O:9])=[O:10])[CH:7]=1. (2) Given the reactants [OH:1][C@@:2]1([CH3:25])[CH2:7][CH2:6][C@H:5]2[C@H:8]3[C@H:18]([CH2:19][CH2:20][C@:3]12[CH3:4])[C@:16]1([CH3:17])[C:11](=[CH:12][C@@H:13]([OH:21])[CH2:14][CH2:15]1)[CH2:10][C@H:9]3[CH2:22][CH:23]=[CH2:24].[CH2:26]([O:28][C:29]([CH2:31][CH2:32][CH2:33][O:34][C:35]1[CH:42]=[CH:41][C:38](C=C)=[CH:37][CH:36]=1)=[O:30])[CH3:27], predict the reaction product. The product is: [OH:1][C@@:2]1([CH3:25])[CH2:7][CH2:6][C@H:5]2[C@H:8]3[C@H:18]([CH2:19][CH2:20][C@:3]12[CH3:4])[C@:16]1([CH3:17])[C:11](=[CH:12][C:13](=[O:21])[CH2:14][CH2:15]1)[CH2:10][C@H:9]3[CH2:22][CH2:23][CH2:24][C:38]1[CH:37]=[CH:36][C:35]([O:34][CH2:33][CH2:32][CH2:31][C:29]([O:28][CH2:26][CH3:27])=[O:30])=[CH:42][CH:41]=1. (3) Given the reactants [NH2:1][C:2]1[S:6][C:5]2[CH2:7][CH2:8][CH2:9][CH2:10][C:4]=2[C:3]=1[C:11]([C:13]1[CH:18]=[CH:17][C:16]([CH3:19])=[CH:15][CH:14]=1)=O.O=[C:21]([CH2:29][CH3:30])[CH2:22][CH2:23][C:24]([O:26][CH2:27][CH3:28])=[O:25].Cl[Si](C)(C)C, predict the reaction product. The product is: [CH2:29]([C:21]1[N:1]=[C:2]2[S:6][C:5]3[CH2:7][CH2:8][CH2:9][CH2:10][C:4]=3[C:3]2=[C:11]([C:13]2[CH:18]=[CH:17][C:16]([CH3:19])=[CH:15][CH:14]=2)[C:22]=1[CH2:23][C:24]([O:26][CH2:27][CH3:28])=[O:25])[CH3:30]. (4) Given the reactants [CH2:1]([O:3][C:4]([C:6]1([C:9]2[CH:14]=[CH:13][C:12]([C:15]3[CH:20]=[CH:19][C:18]([C:21]4[S:22][CH:23]=[CH:24][C:25]=4[C:26](=[O:28])[NH2:27])=[CH:17][C:16]=3[N+:29]([O-:31])=[O:30])=[CH:11][CH:10]=2)[CH2:8][CH2:7]1)=[O:5])[CH3:2].[Cl:32]N1C(=O)CCC1=O.O, predict the reaction product. The product is: [CH2:1]([O:3][C:4]([C:6]1([C:9]2[CH:10]=[CH:11][C:12]([C:15]3[CH:20]=[CH:19][C:18]([C:21]4[S:22][C:23]([Cl:32])=[CH:24][C:25]=4[C:26](=[O:28])[NH2:27])=[CH:17][C:16]=3[N+:29]([O-:31])=[O:30])=[CH:13][CH:14]=2)[CH2:7][CH2:8]1)=[O:5])[CH3:2]. (5) Given the reactants [Si]([O:8][CH:9]([CH2:20][O:21][C:22]1[CH:27]=[CH:26][CH:25]=[C:24]([C:28]2[N:33]=[C:32](Cl)[C:31]([CH3:35])=[C:30]([NH:36][CH:37]3[CH2:42][CH2:41][O:40][CH2:39][CH2:38]3)[N:29]=2)[CH:23]=1)[CH2:10][N:11]([CH3:19])[C:12](=[O:18])[O:13][C:14]([CH3:17])([CH3:16])[CH3:15])(C(C)(C)C)(C)C.[CH3:43][CH:44](C1C=C(C(C)C)C(C2C=CC=CC=2P(C2CCCCC2)C2CCCCC2)=C(C(C)C)C=1)[CH3:45].C[Si](C)(C)C#CC.CCCC[N+](CCCC)(CCCC)CCCC.[F-], predict the reaction product. The product is: [OH:8][CH:9]([CH2:20][O:21][C:22]1[CH:27]=[CH:26][CH:25]=[C:24]([C:28]2[N:33]=[C:32]([C:43]#[C:44][CH3:45])[C:31]([CH3:35])=[C:30]([NH:36][CH:37]3[CH2:38][CH2:39][O:40][CH2:41][CH2:42]3)[N:29]=2)[CH:23]=1)[CH2:10][N:11]([CH3:19])[C:12](=[O:18])[O:13][C:14]([CH3:15])([CH3:16])[CH3:17]. (6) Given the reactants [CH:1]1([C:4]2[CH:9]=[CH:8][CH:7]=[C:6]([CH3:10])[C:5]=2[OH:11])[CH2:3][CH2:2]1.CC(C)([O-])C.[Na+].[OH:18][C:19]1[CH:24]=[C:23]([Cl:25])[N:22]=[N:21][C:20]=1Cl.Cl, predict the reaction product. The product is: [Cl:25][C:23]1[N:22]=[N:21][C:20]([O:11][C:5]2[C:6]([CH3:10])=[CH:7][CH:8]=[CH:9][C:4]=2[CH:1]2[CH2:3][CH2:2]2)=[C:19]([OH:18])[CH:24]=1. (7) Given the reactants [NH2:1][C:2]1[C:11]2[N:12]=[C:13]([CH2:30][CH3:31])[N:14]([CH2:15][C:16]3([OH:29])[CH2:21][CH2:20][N:19](C(OC(C)(C)C)=O)[CH2:18][CH2:17]3)[C:10]=2[C:9]2[N:8]=[CH:7][CH:6]=[CH:5][C:4]=2[N:3]=1.[ClH:32], predict the reaction product. The product is: [ClH:32].[ClH:32].[NH2:1][C:2]1[C:11]2[N:12]=[C:13]([CH2:30][CH3:31])[N:14]([CH2:15][C:16]3([OH:29])[CH2:21][CH2:20][NH:19][CH2:18][CH2:17]3)[C:10]=2[C:9]2[N:8]=[CH:7][CH:6]=[CH:5][C:4]=2[N:3]=1. (8) Given the reactants Cl.[CH2:2]([N:4]([CH2:10][CH3:11])[C@H:5]1[CH2:8][C@H:7]([OH:9])[CH2:6]1)[CH3:3].[OH-].[Na+], predict the reaction product. The product is: [CH2:2]([N:4]([CH2:10][CH3:11])[C@H:5]1[CH2:8][C@H:7]([OH:9])[CH2:6]1)[CH3:3].